Dataset: Reaction yield outcomes from USPTO patents with 853,638 reactions. Task: Predict the reaction yield, written as a fraction of the theoretical maximum amount of product (1.0 means a 100% yield; for example, 0.34 means a 34% yield). (1) The reactants are [I:1][C:2]1[CH:3]=[C:4]2[C:9](=[CH:10][CH:11]=1)[C:8](=[O:12])[NH:7][C:6](=[O:13])/[C:5]/2=[CH:14]\[NH:15][C:16]1[CH:21]=[CH:20][C:19]([N:22]2[CH2:27][CH2:26][NH:25][CH2:24][CH2:23]2)=[CH:18][CH:17]=1.[C:28](O[BH-](OC(=O)C)OC(=O)C)(=[O:30])[CH3:29].[Na+].C(O)C=O.C(O)(=O)C.C(=O)(O)[O-].[Na+]. The catalyst is CN1CCCC1=O.C(Cl)Cl. The product is [OH:30][CH2:28][CH2:29][N:25]1[CH2:24][CH2:23][N:22]([C:19]2[CH:18]=[CH:17][C:16]([NH:15]/[CH:14]=[C:5]3\[C:6](=[O:13])[NH:7][C:8](=[O:12])[C:9]4[C:4]\3=[CH:3][C:2]([I:1])=[CH:11][CH:10]=4)=[CH:21][CH:20]=2)[CH2:27][CH2:26]1. The yield is 0.830. (2) The reactants are [CH3:1][N:2]1[CH:11]=[CH:10][C:9]2[C:4](=[CH:5][CH:6]=[C:7]([CH3:12])[CH:8]=2)[C:3]1=[O:13].[Br:14]Br. The catalyst is C(O)(=O)C. The product is [Br:14][C:10]1[C:9]2[C:4](=[CH:5][CH:6]=[C:7]([CH3:12])[CH:8]=2)[C:3](=[O:13])[N:2]([CH3:1])[CH:11]=1. The yield is 0.829.